From a dataset of Full USPTO retrosynthesis dataset with 1.9M reactions from patents (1976-2016). Predict the reactants needed to synthesize the given product. (1) Given the product [NH:1]1[C:9]2[C:4](=[CH:5][C:6]([NH:10][C:11]3[C:12]4[C:19]5[CH2:20][CH2:21][CH:22]([C:24]([NH:27][C:28]6[CH:33]=[CH:32][C:31]([CH3:34])=[CH:30][CH:29]=6)=[O:26])[CH2:23][C:18]=5[S:17][C:13]=4[N:14]=[CH:15][N:16]=3)=[CH:7][CH:8]=2)[CH:3]=[N:2]1, predict the reactants needed to synthesize it. The reactants are: [NH:1]1[C:9]2[C:4](=[CH:5][C:6]([NH:10][C:11]3[C:12]4[C:19]5[CH2:20][CH2:21][CH:22]([C:24]([OH:26])=O)[CH2:23][C:18]=5[S:17][C:13]=4[N:14]=[CH:15][N:16]=3)=[CH:7][CH:8]=2)[CH:3]=[N:2]1.[NH2:27][C:28]1[CH:33]=[CH:32][C:31]([CH3:34])=[CH:30][CH:29]=1.C(N(CC)C(C)C)(C)C.C(P1(=O)OP(CCC)(=O)OP(CCC)(=O)O1)CC.C(P(OP(CCC)=O)=O)CC. (2) Given the product [Cl:14][C:11]1[CH:12]=[CH:13][C:4]([CH2:3][O:23][C:18]2[CH:19]=[CH:20][C:21]([F:22])=[C:16]([F:15])[CH:17]=2)=[C:5]([CH:10]=1)[C:6]([O:8][CH3:9])=[O:7], predict the reactants needed to synthesize it. The reactants are: BrC[CH2:3][C:4]1[CH:13]=[CH:12][C:11]([Cl:14])=[CH:10][C:5]=1[C:6]([O:8][CH3:9])=[O:7].[F:15][C:16]1[CH:17]=[C:18]([OH:23])[CH:19]=[CH:20][C:21]=1[F:22].